From a dataset of Full USPTO retrosynthesis dataset with 1.9M reactions from patents (1976-2016). Predict the reactants needed to synthesize the given product. (1) Given the product [CH2:1]([NH:3][C:4]([NH:6][C:7]1[CH:12]=[CH:11][C:10]([C:13]2[N:14]=[C:15]([N:23]3[CH2:28][CH2:27][O:26][CH2:25][C@@H:24]3[CH3:29])[C:16]3[CH2:22][N:21]([C:36](=[O:37])[CH2:35][O:34][CH2:33][CH2:32][O:31][CH3:30])[CH2:20][CH2:19][C:17]=3[N:18]=2)=[CH:9][CH:8]=1)=[O:5])[CH3:2], predict the reactants needed to synthesize it. The reactants are: [CH2:1]([NH:3][C:4]([NH:6][C:7]1[CH:12]=[CH:11][C:10]([C:13]2[N:14]=[C:15]([N:23]3[CH2:28][CH2:27][O:26][CH2:25][C@@H:24]3[CH3:29])[C:16]3[CH2:22][NH:21][CH2:20][CH2:19][C:17]=3[N:18]=2)=[CH:9][CH:8]=1)=[O:5])[CH3:2].[CH3:30][O:31][CH2:32][CH2:33][O:34][CH2:35][C:36](Cl)=[O:37]. (2) Given the product [CH3:1][C:2]([NH:5][C:6]([C@@H:8]1[CH2:13][N:12]([CH2:14][C:61]2[S:57][CH:58]=[N:59][CH:60]=2)[CH2:11][CH2:10][N:9]1[CH2:21][C@@H:22]([OH:49])[C@@H:23]([NH:31][C:32]([C@H:34]([NH:38][C:39](=[O:48])[N:40]([CH3:47])[CH2:41][C:42]1[S:46][CH:45]=[N:44][CH:43]=1)[CH:35]([CH3:37])[CH3:36])=[O:33])[CH2:24][C:25]1[CH:30]=[CH:29][CH:28]=[CH:27][CH:26]=1)=[O:7])([CH3:4])[CH3:3], predict the reactants needed to synthesize it. The reactants are: [CH3:1][C:2]([NH:5][C:6]([C@@H:8]1[CH2:13][N:12]([C:14](OC(C)(C)C)=O)[CH2:11][CH2:10][N:9]1[CH2:21][C@@H:22]([OH:49])[C@@H:23]([NH:31][C:32]([C@H:34]([NH:38][C:39](=[O:48])[N:40]([CH3:47])[CH2:41][C:42]1[S:46][CH:45]=[N:44][CH:43]=1)[CH:35]([CH3:37])[CH3:36])=[O:33])[CH2:24][C:25]1[CH:30]=[CH:29][CH:28]=[CH:27][CH:26]=1)=[O:7])([CH3:4])[CH3:3].FC(F)(F)C(O)=O.[S:57]1[C:61](Cl)=[CH:60][N:59]=[CH:58]1. (3) Given the product [CH2:1]([N:3]1[C:7]2=[N:8][C:9]([CH2:50][CH3:51])=[C:10]([CH2:19][NH:20][C:21]([C:23]3[CH:28]=[C:27]([CH3:29])[CH:26]=[C:25]([C:30]([NH:32][CH2:33][C:34]4[CH:35]=[C:36]([C:42]5[CH:47]=[CH:46][CH:45]=[C:44]([CH2:48][N:52]6[CH2:57][CH2:56][NH:55][CH2:54][CH2:53]6)[CH:43]=5)[C:37]([O:40][CH3:41])=[CH:38][CH:39]=4)=[O:31])[CH:24]=3)=[O:22])[C:11]([NH:12][CH:13]3[CH2:18][CH2:17][O:16][CH2:15][CH2:14]3)=[C:6]2[CH:5]=[N:4]1)[CH3:2], predict the reactants needed to synthesize it. The reactants are: [CH2:1]([N:3]1[C:7]2=[N:8][C:9]([CH2:50][CH3:51])=[C:10]([CH2:19][NH:20][C:21]([C:23]3[CH:28]=[C:27]([CH3:29])[CH:26]=[C:25]([C:30]([NH:32][CH2:33][C:34]4[CH:35]=[C:36]([C:42]5[CH:47]=[CH:46][CH:45]=[C:44]([CH:48]=O)[CH:43]=5)[C:37]([O:40][CH3:41])=[CH:38][CH:39]=4)=[O:31])[CH:24]=3)=[O:22])[C:11]([NH:12][CH:13]3[CH2:18][CH2:17][O:16][CH2:15][CH2:14]3)=[C:6]2[CH:5]=[N:4]1)[CH3:2].[NH:52]1[CH2:57][CH2:56][NH:55][CH2:54][CH2:53]1.C(O)(=O)C. (4) Given the product [Br:19][C:15]1[CH:16]=[C:17]([OH:18])[C:2]([NH:1][C:29]([CH:26]2[CH2:27][CH2:28][N:23]([CH:20]([CH3:22])[CH3:21])[CH2:24][CH2:25]2)=[O:30])=[C:3]([C:4](=[O:5])[NH:6][C:7]2[CH:12]=[CH:11][C:10]([Cl:13])=[CH:9][N:8]=2)[CH:14]=1, predict the reactants needed to synthesize it. The reactants are: [NH2:1][C:2]1[C:17]([OH:18])=[CH:16][C:15]([Br:19])=[CH:14][C:3]=1[C:4]([NH:6][C:7]1[CH:12]=[CH:11][C:10]([Cl:13])=[CH:9][N:8]=1)=[O:5].[CH:20]([N:23]1[CH2:28][CH2:27][CH:26]([C:29](O)=[O:30])[CH2:25][CH2:24]1)([CH3:22])[CH3:21].Cl.C(N=C=NCCCN(C)C)C.ON1C2C=CC=CC=2N=N1.C(=O)(O)[O-].[Na+]. (5) Given the product [CH3:36][O:35][C:33](=[O:34])[CH2:32][NH:20][C:17]1[CH:18]=[CH:19][C:14]([N:12]2[CH:13]=[C:9]([C:3]3[CH:4]=[CH:5][C:6]([Cl:8])=[CH:7][C:2]=3[Cl:1])[N:10]=[C:11]2[CH2:23][C:24]2[CH:29]=[CH:28][C:27]([Br:30])=[CH:26][CH:25]=2)=[CH:15][CH:16]=1, predict the reactants needed to synthesize it. The reactants are: [Cl:1][C:2]1[CH:7]=[C:6]([Cl:8])[CH:5]=[CH:4][C:3]=1[C:9]1[N:10]=[C:11]([CH2:23][C:24]2[CH:29]=[CH:28][C:27]([Br:30])=[CH:26][CH:25]=2)[N:12]([C:14]2[CH:19]=[CH:18][C:17]([N+:20]([O-])=O)=[CH:16][CH:15]=2)[CH:13]=1.Br[CH2:32][C:33]([O:35][CH3:36])=[O:34].